Dataset: Forward reaction prediction with 1.9M reactions from USPTO patents (1976-2016). Task: Predict the product of the given reaction. The product is: [N+:1]([C:4]1[CH:5]=[C:6]([C:10]2[N:14]=[N:15][NH:16][N:11]=2)[CH:7]=[CH:8][CH:9]=1)([O-:3])=[O:2]. Given the reactants [N+:1]([C:4]1[CH:5]=[C:6]([C:10]#[N:11])[CH:7]=[CH:8][CH:9]=1)([O-:3])=[O:2].[Cl-].[NH4+].[N-:14]=[N+:15]=[N-:16].[Na+].Cl, predict the reaction product.